From a dataset of Forward reaction prediction with 1.9M reactions from USPTO patents (1976-2016). Predict the product of the given reaction. (1) Given the reactants [NH2:1][C:2]1[C:11]([C:12]([O:14][CH3:15])=[O:13])=[C:10]2[C:5]([CH:6]3[CH2:16][CH:7]3[CH2:8][O:9]2)=[CH:4][CH:3]=1.N1C=CC=CC=1.[Br:23][C:24]1[CH:29]=[C:28]([F:30])[CH:27]=[CH:26][C:25]=1[S:31](Cl)(=[O:33])=[O:32], predict the reaction product. The product is: [Br:23][C:24]1[CH:29]=[C:28]([F:30])[CH:27]=[CH:26][C:25]=1[S:31]([NH:1][C:2]1[C:11]([C:12]([O:14][CH3:15])=[O:13])=[C:10]2[C:5]([CH:6]3[CH2:16][CH:7]3[CH2:8][O:9]2)=[CH:4][CH:3]=1)(=[O:33])=[O:32]. (2) Given the reactants BrC1SC(Cl)=C(Cl)C=1C(=O)CCl.CC1C=CSC=1.ClCC(Cl)=O.ClCC([C:28]1[C:32]([CH3:33])=[C:31]([C:34](=[O:37])[CH2:35][Cl:36])[S:30][CH:29]=1)=O.ClCC(C1SC=C(C)C=1)=O, predict the reaction product. The product is: [Cl:36][CH2:35][C:34]([C:31]1[S:30][CH:29]=[CH:28][C:32]=1[CH3:33])=[O:37].